This data is from NCI-60 drug combinations with 297,098 pairs across 59 cell lines. The task is: Regression. Given two drug SMILES strings and cell line genomic features, predict the synergy score measuring deviation from expected non-interaction effect. (1) Drug 1: CCCS(=O)(=O)NC1=C(C(=C(C=C1)F)C(=O)C2=CNC3=C2C=C(C=N3)C4=CC=C(C=C4)Cl)F. Drug 2: CC1=C(C=C(C=C1)NC2=NC=CC(=N2)N(C)C3=CC4=NN(C(=C4C=C3)C)C)S(=O)(=O)N.Cl. Cell line: NCI-H226. Synergy scores: CSS=31.2, Synergy_ZIP=7.46, Synergy_Bliss=9.68, Synergy_Loewe=7.72, Synergy_HSA=8.32. (2) Drug 1: CC1=C2C(C(=O)C3(C(CC4C(C3C(C(C2(C)C)(CC1OC(=O)C(C(C5=CC=CC=C5)NC(=O)OC(C)(C)C)O)O)OC(=O)C6=CC=CC=C6)(CO4)OC(=O)C)OC)C)OC. Drug 2: CC1C(C(CC(O1)OC2CC(CC3=C2C(=C4C(=C3O)C(=O)C5=C(C4=O)C(=CC=C5)OC)O)(C(=O)C)O)N)O.Cl. Cell line: UACC-257. Synergy scores: CSS=20.3, Synergy_ZIP=0.700, Synergy_Bliss=2.01, Synergy_Loewe=-4.35, Synergy_HSA=1.78. (3) Drug 1: CC1=C(C=C(C=C1)NC2=NC=CC(=N2)N(C)C3=CC4=NN(C(=C4C=C3)C)C)S(=O)(=O)N.Cl. Drug 2: CC1=C2C(C(=O)C3(C(CC4C(C3C(C(C2(C)C)(CC1OC(=O)C(C(C5=CC=CC=C5)NC(=O)OC(C)(C)C)O)O)OC(=O)C6=CC=CC=C6)(CO4)OC(=O)C)OC)C)OC. Cell line: NCI-H226. Synergy scores: CSS=49.2, Synergy_ZIP=16.7, Synergy_Bliss=16.8, Synergy_Loewe=18.1, Synergy_HSA=19.4.